This data is from Catalyst prediction with 721,799 reactions and 888 catalyst types from USPTO. The task is: Predict which catalyst facilitates the given reaction. Reactant: [Cl:1][C:2]1[CH:7]=[CH:6][C:5]([CH:8]2[CH:17]([C:18]([O:20][CH3:21])=[O:19])[C:16](=[O:22])[C:15]3[C:10](=[CH:11][CH:12]=[CH:13][CH:14]=3)[O:9]2)=[CH:4][C:3]=1[C:23]([F:26])([F:25])[F:24].CO.[BH4-].[Na+].Cl. Product: [Cl:1][C:2]1[CH:7]=[CH:6][C:5]([CH:8]2[CH:17]([C:18]([O:20][CH3:21])=[O:19])[CH:16]([OH:22])[C:15]3[C:10](=[CH:11][CH:12]=[CH:13][CH:14]=3)[O:9]2)=[CH:4][C:3]=1[C:23]([F:26])([F:24])[F:25]. The catalyst class is: 30.